This data is from Forward reaction prediction with 1.9M reactions from USPTO patents (1976-2016). The task is: Predict the product of the given reaction. (1) Given the reactants [CH3:1][O:2][C:3]1[CH:4]=[C:5]([CH:8]=[C:9]([O:11][CH3:12])[CH:10]=1)[CH:6]=O.[OH-].[Na+].[CH3:15][CH2:16][CH2:17][CH2:15][CH2:16][CH2:17]C.C([O:24]CC)(=[O:24])C, predict the reaction product. The product is: [CH3:1][O:2][C:3]1[CH:4]=[C:5]([CH:6]=[CH:15][C:16](=[O:24])[CH3:17])[CH:8]=[C:9]([O:11][CH3:12])[CH:10]=1. (2) Given the reactants Br[C:2]1[CH:7]=[CH:6][C:5](/[CH:8]=[CH:9]/[C:10]2[NH:11][CH:12]=[C:13]([C:15]3[CH:20]=[CH:19][C:18]([Cl:21])=[CH:17][C:16]=3[Cl:22])[N:14]=2)=[CH:4][CH:3]=1.[O:23]1[C:27](B(O)O)=[CH:26][C:25]2[CH:31]=[CH:32][CH:33]=[CH:34][C:24]1=2, predict the reaction product. The product is: [O:23]1[C:24]2=[CH:34][CH:33]=[CH:32][C:31]2=[CH:25][CH:26]=[C:27]1[C:6]1[CH:7]=[CH:2][CH:3]=[CH:4][C:5]=1/[CH:8]=[CH:9]/[C:10]1[NH:11][CH:12]=[C:13]([C:15]2[CH:20]=[CH:19][C:18]([Cl:21])=[CH:17][C:16]=2[Cl:22])[N:14]=1. (3) Given the reactants [F:1][C:2]1[CH:7]=[CH:6][CH:5]=[C:4]([N+:8]([O-:10])=[O:9])[CH:3]=1.[CH3:11][C:12]1([CH3:18])[CH2:17][CH2:16][NH:15][CH2:14][CH2:13]1.C(=O)([O-])[O-].[K+].[K+].O, predict the reaction product. The product is: [CH3:11][C:12]1([CH3:18])[CH2:17][CH2:16][N:15]([C:2]2[CH:7]=[CH:6][CH:5]=[C:4]([N+:8]([O-:10])=[O:9])[CH:3]=2)[CH2:14][CH2:13]1.[F:1][C:2]1[CH:7]=[CH:6][CH:5]=[C:4]([N+:8]([O-:10])=[O:9])[CH:3]=1. (4) Given the reactants [F:8][C:7]([F:10])([F:9])[C:6](O[C:6](=[O:11])[C:7]([F:10])([F:9])[F:8])=[O:11].C(N(CC)CC)C.[F:21][C:22]1([F:49])[CH2:27][CH2:26][CH:25]([NH:28][C:29]2[CH:41]=[C:40]([N:42]3[CH2:47][CH2:46][N:45]([CH3:48])[CH2:44][CH2:43]3)[CH:39]=[CH:38][C:30]=2[C:31]([O:33][C:34]([CH3:37])([CH3:36])[CH3:35])=[O:32])[CH2:24][CH2:23]1, predict the reaction product. The product is: [F:49][C:22]1([F:21])[CH2:27][CH2:26][CH:25]([N:28]([C:29]2[CH:41]=[C:40]([N:42]3[CH2:43][CH2:44][N:45]([CH3:48])[CH2:46][CH2:47]3)[CH:39]=[CH:38][C:30]=2[C:31]([O:33][C:34]([CH3:37])([CH3:36])[CH3:35])=[O:32])[C:6](=[O:11])[C:7]([F:8])([F:9])[F:10])[CH2:24][CH2:23]1. (5) Given the reactants [C:1]([N:4]1[CH2:8][CH2:7][N:6]([C:9]2[CH:14]=[C:13](Cl)[CH:12]=[CH:11][C:10]=2[C:16]([N:18]2[CH2:23][CH2:22][N:21]([C:24]3[C:29]([CH3:30])=[CH:28][C:27]([CH3:31])=[CH:26][N:25]=3)[CH2:20][CH2:19]2)=[O:17])[C:5]1=[O:32])(=[O:3])[CH3:2].[O:33]1[CH2:37][CH2:36][NH:35][C:34]1=[O:38], predict the reaction product. The product is: [C:1]([N:4]1[CH2:8][CH2:7][N:6]([C:9]2[CH:14]=[C:13]([N:35]3[CH2:36][CH2:37][O:33][C:34]3=[O:38])[CH:12]=[CH:11][C:10]=2[C:16]([N:18]2[CH2:23][CH2:22][N:21]([C:24]3[C:29]([CH3:30])=[CH:28][C:27]([CH3:31])=[CH:26][N:25]=3)[CH2:20][CH2:19]2)=[O:17])[C:5]1=[O:32])(=[O:3])[CH3:2]. (6) Given the reactants [CH3:1][CH2:2][CH:3](O)[CH2:4][C:5]([OH:7])=O.[CH3:9][CH:10](O)[CH2:11][C:12]([OH:14])=[O:13].C(=O)([O-])[O-].C1(=O)OCCCO1.C1(=O)O[CH2:32][CH2:31][CH2:30][CH2:29][O:28]1.C1(=O)OCC(C)(C)CO1.C(O[C:47]1(OCC)[CH2:51][CH2:50][CH2:49]O1)C, predict the reaction product. The product is: [CH2:5]([OH:7])[CH2:4][CH2:3][CH2:2][CH2:1][CH2:12][OH:13].[CH2:29]([OH:28])[CH2:30][CH2:31][CH2:32][CH2:49][CH2:50][CH2:51][CH2:47][CH2:9][CH2:10][CH2:11][CH2:12][OH:14]. (7) Given the reactants [CH2:1]([C:3]1([C:27]2[CH:32]=[CH:31][CH:30]=[CH:29][CH:28]=2)[C:12]2[C:7](=[CH:8][CH:9]=[C:10]([Cl:13])[CH:11]=2)[N:6]([CH2:14][C:15]2[CH:20]=[CH:19][N:18]=[CH:17][CH:16]=2)[C:5](=[O:21])[N:4]1[CH2:22][C:23]([F:26])([F:25])[F:24])[CH3:2].ClC1C=CC=C(C(OO)=[O:41])C=1, predict the reaction product. The product is: [CH2:1]([C:3]1([C:27]2[CH:32]=[CH:31][CH:30]=[CH:29][CH:28]=2)[C:12]2[C:7](=[CH:8][CH:9]=[C:10]([Cl:13])[CH:11]=2)[N:6]([CH2:14][C:15]2[CH:20]=[CH:19][N+:18]([O-:41])=[CH:17][CH:16]=2)[C:5](=[O:21])[N:4]1[CH2:22][C:23]([F:25])([F:26])[F:24])[CH3:2]. (8) Given the reactants OC[C:3]1[CH:4]=[CH:5][CH:6]=[C:7]2[C:17]=1[C:10]([CH2:11][C@@H:12]([C:14]([OH:16])=[O:15])[NH2:13])=[CH:9][NH:8]2.[CH3:18][O:19][C:20]([NH:22]C1C=C2C(=CC=1)NC=C2)=[O:21].N1C2C(=CC=CC=2)C=C1, predict the reaction product. The product is: [CH3:18][O:19][C:20]([NH:22][C:4]1[CH:3]=[C:17]2[C:7]([NH:8][CH:9]=[C:10]2[CH2:11][C@@H:12]([C:14]([OH:16])=[O:15])[NH2:13])=[CH:6][CH:5]=1)=[O:21].